This data is from Reaction yield outcomes from USPTO patents with 853,638 reactions. The task is: Predict the reaction yield, written as a fraction of the theoretical maximum amount of product (1.0 means a 100% yield; for example, 0.34 means a 34% yield). (1) The reactants are Cl[C:2]1[C:11]2[C:6](=[CH:7][CH:8]=[CH:9][CH:10]=2)[N:5]=[C:4]([C:12]2[CH:17]=[CH:16][CH:15]=[CH:14][C:13]=2[OH:18])[N:3]=1.[NH:19]1[CH2:24][CH2:23][CH:22]([NH:25][C:26](=[O:32])[O:27][C:28]([CH3:31])([CH3:30])[CH3:29])[CH2:21][CH2:20]1.C(N(CC)CC)C. The catalyst is C(Cl)Cl. The product is [OH:18][C:13]1[CH:14]=[CH:15][CH:16]=[CH:17][C:12]=1[C:4]1[N:3]=[C:2]([N:19]2[CH2:20][CH2:21][CH:22]([NH:25][C:26](=[O:32])[O:27][C:28]([CH3:30])([CH3:29])[CH3:31])[CH2:23][CH2:24]2)[C:11]2[C:6](=[CH:7][CH:8]=[CH:9][CH:10]=2)[N:5]=1. The yield is 1.00. (2) The reactants are O1CCCCC1[N:7]1[C:15]2[C:10](=[CH:11][C:12]([C:16]3[N:20]=[CH:19][N:18](C(C4C=CC=CC=4)(C4C=CC=CC=4)C4C=CC=CC=4)[N:17]=3)=[CH:13][CH:14]=2)[C:9]([C:40]2[CH:41]=[C:42]([NH2:46])[CH:43]=[CH:44][CH:45]=2)=[N:8]1.Cl[CH2:48][C:49](Cl)=[O:50].C(N(CC)C(C)C)(C)C.[CH3:61][N:62]1[CH2:67][CH2:66][NH:65][CH2:64][CH2:63]1. The catalyst is O1CCCC1.O. The product is [NH:18]1[CH:19]=[N:20][C:16]([C:12]2[CH:11]=[C:10]3[C:15](=[CH:14][CH:13]=2)[NH:7][N:8]=[C:9]3[C:40]2[CH:41]=[C:42]([NH:46][C:49](=[O:50])[CH2:48][N:65]3[CH2:66][CH2:67][N:62]([CH3:61])[CH2:63][CH2:64]3)[CH:43]=[CH:44][CH:45]=2)=[N:17]1. The yield is 0.540.